From a dataset of Forward reaction prediction with 1.9M reactions from USPTO patents (1976-2016). Predict the product of the given reaction. (1) Given the reactants [CH:1]1([C:6]([N:8]2[CH2:13][CH:12]=[C:11]([C:14]3[C:22]4[C:17](=[CH:18][N:19]=[C:20]([NH:23]C=O)[CH:21]=4)[N:16]([CH3:26])[CH:15]=3)[CH2:10][CH2:9]2)=[O:7])[CH2:5][CH2:4][CH2:3][CH2:2]1.C([O-])=O.[NH4+].Cl.[OH-].[Na+], predict the reaction product. The product is: [NH2:23][C:20]1[CH:21]=[C:22]2[C:14]([CH:11]3[CH2:10][CH2:9][N:8]([C:6]([CH:1]4[CH2:2][CH2:3][CH2:4][CH2:5]4)=[O:7])[CH2:13][CH2:12]3)=[CH:15][N:16]([CH3:26])[C:17]2=[CH:18][N:19]=1. (2) Given the reactants Br[C:2]1[CH:7]=[CH:6][N:5]=[C:4]([C:8]([NH:10][CH2:11][CH2:12][CH3:13])=[O:9])[CH:3]=1.[C:14]1(B(O)O)[CH:19]=[CH:18][CH:17]=[CH:16][CH:15]=1.C(=O)([O-])[O-].[K+].[K+].CN(C)C=O, predict the reaction product. The product is: [C:14]1([C:2]2[CH:7]=[CH:6][N:5]=[C:4]([C:8]([NH:10][CH2:11][CH2:12][CH3:13])=[O:9])[CH:3]=2)[CH:19]=[CH:18][CH:17]=[CH:16][CH:15]=1.